Task: Regression/Classification. Given a drug SMILES string, predict its absorption, distribution, metabolism, or excretion properties. Task type varies by dataset: regression for continuous measurements (e.g., permeability, clearance, half-life) or binary classification for categorical outcomes (e.g., BBB penetration, CYP inhibition). Dataset: cyp2c9_veith.. Dataset: CYP2C9 inhibition data for predicting drug metabolism from PubChem BioAssay (1) The molecule is CNc1ncnc2ccc(-c3ccccc3OC)cc12. The result is 0 (non-inhibitor). (2) The drug is COCC(=O)N1CCC[C@@]2(CCN(c3ncccn3)C2)C1. The result is 0 (non-inhibitor). (3) The compound is COc1cccc(Nc2ncc3nc(-c4cccs4)c(=O)n(Cc4cccs4)c3n2)c1. The result is 0 (non-inhibitor). (4) The drug is COc1cccc(-c2cc(C(=O)N/N=C/c3ccc(OC)c(COC(C)=O)c3)c3ccccc3n2)c1. The result is 1 (inhibitor). (5) The drug is NS(=O)(=O)c1ccc(-c2ccc([As](=O)(O)O)cc2)cc1. The result is 0 (non-inhibitor). (6) The compound is C[C@@H]1O[C@H](O[C@H]2C[C@@H](O)[C@@]3(CO)[C@H]4[C@@H](O)C[C@]5(C)[C@@H](C6=CC(=O)OC6)CC[C@]5(O)[C@H]4CC[C@]3(O)C2)[C@@H](O)[C@H](O)[C@@H]1O.O.O.O.O.O.O.O.O. The result is 0 (non-inhibitor).